Regression. Given a peptide amino acid sequence and an MHC pseudo amino acid sequence, predict their binding affinity value. This is MHC class I binding data. From a dataset of Peptide-MHC class I binding affinity with 185,985 pairs from IEDB/IMGT. The peptide sequence is LGFGAYMSK. The MHC is HLA-A31:01 with pseudo-sequence HLA-A31:01. The binding affinity (normalized) is 0.262.